Dataset: Forward reaction prediction with 1.9M reactions from USPTO patents (1976-2016). Task: Predict the product of the given reaction. (1) Given the reactants Cl[C:2]1[CH:11]=[CH:10][C:5]([C:6]([O:8][CH3:9])=[O:7])=[CH:4][N:3]=1.CN1CCCC1=O.[F:19][C:20]([F:26])([F:25])[CH2:21][CH2:22][Mg]Br.O, predict the reaction product. The product is: [F:19][C:20]([F:26])([F:25])[CH2:21][CH2:22][C:2]1[CH:11]=[CH:10][C:5]([C:6]([O:8][CH3:9])=[O:7])=[CH:4][N:3]=1. (2) Given the reactants Br[C:2]1[CH:7]=[CH:6][C:5](/[CH:8]=[C:9](\Cl)/[C:10]2[CH:15]=[CH:14][C:13]([Cl:16])=[CH:12][CH:11]=2)=[CH:4][CH:3]=1.[OH-].[K+].[O:20]1CCOC[CH2:21]1, predict the reaction product. The product is: [Cl:16][C:13]1[CH:14]=[CH:15][C:10]([C:9]#[C:8][C:5]2[CH:6]=[CH:7][C:2]([CH:21]=[O:20])=[CH:3][CH:4]=2)=[CH:11][CH:12]=1. (3) Given the reactants [Br:1][C:2]1[CH:7]=[CH:6][C:5]([Cl:8])=[CH:4][C:3]=1[C:9]1[CH:14]=[CH:13][N:12]([CH:15]([CH2:32][C:33]2[CH:38]=[CH:37][N:36]=[CH:35][CH:34]=2)[C:16]([NH:18][C:19]2[CH:31]=[CH:30][C:22]([C:23]([O:25]C(C)(C)C)=[O:24])=[CH:21][CH:20]=2)=[O:17])[C:11](=[O:39])[CH:10]=1.C(O)(C(F)(F)F)=O, predict the reaction product. The product is: [Br:1][C:2]1[CH:7]=[CH:6][C:5]([Cl:8])=[CH:4][C:3]=1[C:9]1[CH:14]=[CH:13][N:12]([CH:15]([CH2:32][C:33]2[CH:34]=[CH:35][N:36]=[CH:37][CH:38]=2)[C:16]([NH:18][C:19]2[CH:31]=[CH:30][C:22]([C:23]([OH:25])=[O:24])=[CH:21][CH:20]=2)=[O:17])[C:11](=[O:39])[CH:10]=1. (4) Given the reactants IC.[C:3](=O)([O-])[O-].[Cs+].[Cs+].[Cl:9][C:10]1[CH:19]=[C:18]([NH:20][S:21]([CH3:24])(=[O:23])=[O:22])[CH:17]=[CH:16][C:11]=1[C:12]([O:14][CH3:15])=[O:13], predict the reaction product. The product is: [Cl:9][C:10]1[CH:19]=[C:18]([N:20]([CH3:3])[S:21]([CH3:24])(=[O:23])=[O:22])[CH:17]=[CH:16][C:11]=1[C:12]([O:14][CH3:15])=[O:13]. (5) Given the reactants [Cl:1][C:2]1[C:3]2[CH:10]=[C:9](I)[N:8]([CH2:12][O:13][CH2:14][CH2:15][Si:16]([CH3:19])([CH3:18])[CH3:17])[C:4]=2[N:5]=[CH:6][N:7]=1.CC1(C)C(C)(C)OB([C:28]2[CH:39]=[CH:38][C:31]([CH2:32][N:33]3[CH:37]=[CH:36][N:35]=[CH:34]3)=[CH:30][CH:29]=2)O1.C([O-])([O-])=O.[Na+].[Na+].O1CCC(OC2C=CC(B3OC(C)(C)C(C)(C)O3)=CC=2C#N)CC1, predict the reaction product. The product is: [N:33]1([CH2:32][C:31]2[CH:30]=[CH:29][C:28]([C:9]3[N:8]([CH2:12][O:13][CH2:14][CH2:15][Si:16]([CH3:19])([CH3:18])[CH3:17])[C:4]4[N:5]=[CH:6][N:7]=[C:2]([Cl:1])[C:3]=4[CH:10]=3)=[CH:39][CH:38]=2)[CH:37]=[CH:36][N:35]=[CH:34]1. (6) Given the reactants Br[CH2:2][C:3]1[N:4]([CH3:28])[C:5]2[C:10]([N:11]=1)=[C:9]([N:12]1[CH2:17][CH2:16][O:15][CH2:14][CH2:13]1)[N:8]=[C:7]([N:18]1[C:22]3[CH:23]=[CH:24][CH:25]=[CH:26][C:21]=3[N:20]=[C:19]1[CH3:27])[N:6]=2.[CH3:29][C:30]([OH:39])([CH3:38])[CH2:31][CH:32]1[CH2:37][CH2:36][NH:35][CH2:34][CH2:33]1, predict the reaction product. The product is: [CH3:38][C:30]([OH:39])([CH3:29])[CH2:31][CH:32]1[CH2:33][CH2:34][N:35]([CH2:2][C:3]2[N:4]([CH3:28])[C:5]3[C:10]([N:11]=2)=[C:9]([N:12]2[CH2:17][CH2:16][O:15][CH2:14][CH2:13]2)[N:8]=[C:7]([N:18]2[C:22]4[CH:23]=[CH:24][CH:25]=[CH:26][C:21]=4[N:20]=[C:19]2[CH3:27])[N:6]=3)[CH2:36][CH2:37]1. (7) The product is: [ClH:36].[ClH:36].[F:1][C:2]1[CH:35]=[CH:34][C:5]2[N:6]([CH2:15][C@H:16]3[CH2:20][CH2:19][CH2:18][N:17]3[CH2:21][CH2:22][C:23]3[CH:24]=[CH:25][C:26]([N:29]4[CH2:30][CH2:31][CH2:32][CH2:33]4)=[CH:27][CH:28]=3)[C:7]3[CH:14]=[CH:13][CH:12]=[CH:11][C:8]=3[O:9][CH2:10][C:4]=2[CH:3]=1. Given the reactants [F:1][C:2]1[CH:35]=[CH:34][C:5]2[N:6]([CH2:15][C@H:16]3[CH2:20][CH2:19][CH2:18][N:17]3[CH2:21][CH2:22][C:23]3[CH:28]=[CH:27][C:26]([N:29]4[CH2:33][CH2:32][CH2:31][CH2:30]4)=[CH:25][CH:24]=3)[C:7]3[CH:14]=[CH:13][CH:12]=[CH:11][C:8]=3[O:9][CH2:10][C:4]=2[CH:3]=1.[ClH:36].CC(O)C, predict the reaction product.